From a dataset of Forward reaction prediction with 1.9M reactions from USPTO patents (1976-2016). Predict the product of the given reaction. (1) Given the reactants [F:1][C:2]1[CH:3]=[C:4]([CH:13]([NH:18][C:19]([C:21]2[CH:22]=[N:23][N:24]3[CH:29]=[C:28]([CH3:30])[CH:27]=[N:26][C:25]=23)=[O:20])[C:14]([OH:17])([CH3:16])[CH3:15])[CH:5]=[CH:6][C:7]=1[O:8][C:9]([F:12])([F:11])[F:10], predict the reaction product. The product is: [F:1][C:2]1[CH:3]=[C:4]([C@H:13]([NH:18][C:19]([C:21]2[CH:22]=[N:23][N:24]3[CH:29]=[C:28]([CH3:30])[CH:27]=[N:26][C:25]=23)=[O:20])[C:14]([OH:17])([CH3:15])[CH3:16])[CH:5]=[CH:6][C:7]=1[O:8][C:9]([F:11])([F:10])[F:12]. (2) Given the reactants [CH3:1][O:2][C:3]([C:5]1[CH:41]=[CH:40][C:8]([CH2:9][N:10]([C@@H:30]([C:32]2[CH:37]=[CH:36][CH:35]=[C:34]([O:38][CH3:39])[CH:33]=2)[CH3:31])[C:11]([C@@H:13]2[CH2:22][C:21]3[C:16](=[CH:17][CH:18]=[CH:19][CH:20]=3)[CH2:15][N:14]2C(OC(C)(C)C)=O)=[O:12])=[CH:7][CH:6]=1)=[O:4].[ClH:42], predict the reaction product. The product is: [CH3:39][O:38][C:34]1[CH:33]=[C:32]([C@H:30]([N:10]([CH2:9][C:8]2[CH:7]=[CH:6][C:5]([C:3]([O:2][CH3:1])=[O:4])=[CH:41][CH:40]=2)[C:11]([C@@H:13]2[CH2:22][C:21]3[C:16](=[CH:17][CH:18]=[CH:19][CH:20]=3)[CH2:15][NH:14]2)=[O:12])[CH3:31])[CH:37]=[CH:36][CH:35]=1.[ClH:42].